This data is from Orexin1 receptor HTS with 218,158 compounds and 233 confirmed actives. The task is: Binary Classification. Given a drug SMILES string, predict its activity (active/inactive) in a high-throughput screening assay against a specified biological target. (1) The drug is Clc1ccc(c2c(/[nH][nH]c2)=C2/C(=O)C=C(OC)C=C2)cc1. The result is 0 (inactive). (2) The molecule is S1(=O)(=O)c2c(C(=O)c3c1cccc3)ccc(c2)C(OCc1c(onc1C)C)=O. The result is 1 (active). (3) The drug is O=C1N(C(=O)N2C(c3[nH]c4c(c3CC12)cccc4)(C)C)Cc1cc(OC)ccc1. The result is 0 (inactive). (4) The molecule is S(c1nn2c(nnc2cc1)CCNC(=O)c1ccccc1)CC(=O)Nc1ccc(OC)cc1. The result is 0 (inactive). (5) The compound is O=C(NC1CCCCCCC1)COC(=O)c1ncc(nc1)C. The result is 0 (inactive). (6) The compound is O=C(NC1CC(NC(C1)(C)C)(C)C)c1c(OC)cc(OC)c(OC)c1. The result is 0 (inactive). (7) The compound is O(CCCNC(=O)CCC(=O)NNc1n2nc(nc2c2c(n1)cccc2)c1ccccc1)C. The result is 1 (active). (8) The molecule is S=C(N1CCOCC1)Nc1cc2nc(c(nc2cc1)C)C. The result is 0 (inactive). (9) The drug is S=C(N(CCCN1CCOCC1)C(c1oc2c(c1)cccc2)C)Nc1ccc(OC)cc1. The result is 0 (inactive).